From a dataset of HIV replication inhibition screening data with 41,000+ compounds from the AIDS Antiviral Screen. Binary Classification. Given a drug SMILES string, predict its activity (active/inactive) in a high-throughput screening assay against a specified biological target. (1) The result is 0 (inactive). The drug is NC(=O)NNCc1c(-c2ccccc2)no[n+]1[O-]. (2) The drug is Cc1csc2nc3c(cnn3C)c(=S)n12. The result is 0 (inactive). (3) The result is 0 (inactive). The molecule is COc1ccc2c3c1OC1C(OC)(OC)CC4(C=C2)CN(C)CCC314. (4) The result is 0 (inactive). The molecule is O=C(CCn1[nH]c(=O)c(Cl)c(Cl)c1=O)NOCCCc1ccccc1. (5) The molecule is Cc1cccc(NC2=NC(=O)C(CC(=O)Nc3ccc(C)cc3C)S2)c1. The result is 0 (inactive). (6) The drug is CC1(C)Oc2ccc3c(=O)c4ccccc4oc3c2C1C(=O)O. The result is 0 (inactive).